This data is from Full USPTO retrosynthesis dataset with 1.9M reactions from patents (1976-2016). The task is: Predict the reactants needed to synthesize the given product. (1) Given the product [Br:36][CH2:13][CH:11]1[CH2:12][N:8]([C:5]2[CH:6]=[CH:7][C:2]([F:1])=[CH:3][CH:4]=2)[C:9](=[O:15])[CH2:10]1, predict the reactants needed to synthesize it. The reactants are: [F:1][C:2]1[CH:7]=[CH:6][C:5]([N:8]2[CH2:12][CH:11]([CH2:13]O)[CH2:10][C:9]2=[O:15])=[CH:4][CH:3]=1.C1(P(C2C=CC=CC=2)C2C=CC=CC=2)C=CC=CC=1.C(Br)(Br)(Br)[Br:36]. (2) Given the product [CH2:1]([N:3]1[CH:7]=[C:6]([NH:8][C:9]2[N:14]=[CH:13][C:12]([CH2:15][CH2:16][C:17]3[CH:18]=[C:19]([CH:24]=[C:25]([O:28][CH3:29])[C:26]=3[F:27])[C:20]([O:22][CH3:23])=[O:21])=[CH:11][N:10]=2)[CH:5]=[N:4]1)[CH3:2], predict the reactants needed to synthesize it. The reactants are: [CH2:1]([N:3]1[CH:7]=[C:6]([NH:8][C:9]2[N:14]=[CH:13][C:12](/[CH:15]=[CH:16]/[C:17]3[CH:18]=[C:19]([CH:24]=[C:25]([O:28][CH3:29])[C:26]=3[F:27])[C:20]([O:22][CH3:23])=[O:21])=[CH:11][N:10]=2)[CH:5]=[N:4]1)[CH3:2].